From a dataset of Forward reaction prediction with 1.9M reactions from USPTO patents (1976-2016). Predict the product of the given reaction. (1) Given the reactants [NH2:1][CH2:2][CH2:3][N:4]1[CH:8]=[C:7]([NH:9][C:10]([C:12]2[N:13]=[CH:14]O[C:16]=2[C:17]2[CH:18]=[C:19]([CH3:23])[CH:20]=[CH:21][CH:22]=2)=[O:11])[CH:6]=[N:5]1.C1(C)C=CC=C(C2[S:34]C=NC=2C(O)=O)C=1, predict the reaction product. The product is: [NH2:1][CH2:2][CH2:3][N:4]1[CH:8]=[C:7]([NH:9][C:10]([C:12]2[N:13]=[CH:14][S:34][C:16]=2[C:17]2[CH:18]=[C:19]([CH3:23])[CH:20]=[CH:21][CH:22]=2)=[O:11])[CH:6]=[N:5]1. (2) Given the reactants C([O:3][CH2:4][CH2:5][CH2:6][N:7]1[C:12](=[O:13])[C:11]2[C:14]([CH2:29][C:30]3[CH:35]=[CH:34][C:33]([C:36]([F:39])([F:38])[F:37])=[CH:32][CH:31]=3)=[C:15]([O:18][C:19]3[CH:24]=[CH:23][CH:22]=[C:21]([C:25]([F:28])([F:27])[F:26])[CH:20]=3)[CH:16]=[N:17][C:10]=2[N:9]([CH3:40])[C:8]1=[O:41])=O.O[Li].O, predict the reaction product. The product is: [OH:3][CH2:4][CH2:5][CH2:6][N:7]1[C:12](=[O:13])[C:11]2[C:14]([CH2:29][C:30]3[CH:31]=[CH:32][C:33]([C:36]([F:39])([F:38])[F:37])=[CH:34][CH:35]=3)=[C:15]([O:18][C:19]3[CH:24]=[CH:23][CH:22]=[C:21]([C:25]([F:26])([F:27])[F:28])[CH:20]=3)[CH:16]=[N:17][C:10]=2[N:9]([CH3:40])[C:8]1=[O:41]. (3) Given the reactants [F:1][C:2]1[CH:3]=[C:4]2[C:9](=[C:10]([N:12]3[CH2:17][CH2:16][NH:15][CH2:14][CH2:13]3)[CH:11]=1)[N:8]=[CH:7][CH:6]=[CH:5]2.[N:18]1[C:27]2[C:22](=[CH:23][CH:24]=[CH:25][C:26]=2[N:28]2[CH2:33][CH2:32][C:31](=O)[CH2:30][CH2:29]2)[CH:21]=[CH:20][CH:19]=1.C(O[BH-](OC(=O)C)OC(=O)C)(=O)C.[Na+].C(O)(=O)C, predict the reaction product. The product is: [F:1][C:2]1[CH:3]=[C:4]2[C:9](=[C:10]([N:12]3[CH2:17][CH2:16][N:15]([CH:31]4[CH2:30][CH2:29][N:28]([C:26]5[CH:25]=[CH:24][CH:23]=[C:22]6[C:27]=5[N:18]=[CH:19][CH:20]=[CH:21]6)[CH2:33][CH2:32]4)[CH2:14][CH2:13]3)[CH:11]=1)[N:8]=[CH:7][CH:6]=[CH:5]2. (4) The product is: [CH3:18][O:17][C@@H:5]([CH2:6][C:7]1[CH:8]=[CH:9][C:10]([O:13][CH2:14][CH2:15][O:28][C:23]2[CH:24]=[CH:25][CH:26]=[CH:27][C:22]=2[O:21][CH3:20])=[CH:11][CH:12]=1)[C:4]([OH:3])=[O:19]. Given the reactants C([O:3][C:4](=[O:19])[C@@H:5]([O:17][CH3:18])[CH2:6][C:7]1[CH:12]=[CH:11][C:10]([O:13][CH2:14][CH2:15]Br)=[CH:9][CH:8]=1)C.[CH3:20][O:21][C:22]1[CH:27]=[CH:26][CH:25]=[CH:24][C:23]=1[OH:28].CO[C@@H](CC1C=CC(OCCCOC2C=CC=CC=2)=CC=1)C(O)=O, predict the reaction product. (5) Given the reactants [F:1][C:2]([F:7])([F:6])[C:3]([OH:5])=[O:4].[F:8][C:9]([F:14])([F:13])[C:10]([OH:12])=[O:11].FC(F)(F)C(O)=O.[Cl:22][C:23]1[CH:24]=[N:25][C:26]2[NH:27][C:28]3[CH:29]=[N:30][CH:31]=[C:32]([CH:53]=3)[CH2:33][CH2:34][C:35]3[CH:43]=[C:39]([NH:40][C:41]=1[N:42]=2)[CH:38]=[CH:37][C:36]=3[NH:44][C:45](=[O:52])[CH2:46][C@@H:47]1[CH2:51][CH2:50][NH:49][CH2:48]1.[NH:54]1[CH:58]=[C:57]([C:59](O)=[O:60])[CH:56]=[N:55]1, predict the reaction product. The product is: [F:1][C:2]([F:7])([F:6])[C:3]([OH:5])=[O:4].[F:8][C:9]([F:14])([F:13])[C:10]([OH:12])=[O:11].[Cl:22][C:23]1[CH:24]=[N:25][C:26]2[NH:27][C:28]3[CH:29]=[N:30][CH:31]=[C:32]([CH:53]=3)[CH2:33][CH2:34][C:35]3[CH:43]=[C:39]([NH:40][C:41]=1[N:42]=2)[CH:38]=[CH:37][C:36]=3[NH:44][C:45](=[O:52])[CH2:46][C@@H:47]1[CH2:51][CH2:50][N:49]([C:59]([C:57]2[CH:58]=[N:54][NH:55][CH:56]=2)=[O:60])[CH2:48]1. (6) The product is: [F:13][C:14]1[C:15]([C:21]#[N:22])=[N:16][CH:17]=[C:18]([F:20])[C:19]=1[I:23]. Given the reactants C(NC(C)C)(C)C.C([Li])CCC.[F:13][C:14]1[C:15]([C:21]#[N:22])=[N:16][CH:17]=[C:18]([F:20])[CH:19]=1.[I:23]I.C(=O)=O.CC(C)=O, predict the reaction product. (7) Given the reactants [CH2:1]([O:8][C:9]([N:11]1[CH2:16][CH2:15][NH:14][C:13](=[O:17])[CH2:12]1)=[O:10])[C:2]1[CH:7]=[CH:6][CH:5]=[CH:4][CH:3]=1.[I-].[H-].[Na+].Br[CH2:22][C:23]1[CH:32]=[C:31]2[C:26]([C:27]([Cl:33])=[CH:28][CH:29]=[N:30]2)=[CH:25][CH:24]=1, predict the reaction product. The product is: [CH2:1]([O:8][C:9]([N:11]1[CH2:16][CH2:15][N:14]([CH2:22][C:23]2[CH:32]=[C:31]3[C:26]([C:27]([Cl:33])=[CH:28][CH:29]=[N:30]3)=[CH:25][CH:24]=2)[C:13](=[O:17])[CH2:12]1)=[O:10])[C:2]1[CH:3]=[CH:4][CH:5]=[CH:6][CH:7]=1. (8) Given the reactants [Cl:1][C:2]1[CH:3]=[C:4]([C:8](=[O:13])[C:9]([CH3:12])([CH3:11])[CH3:10])[CH:5]=[CH:6][CH:7]=1.OS(O)(=O)=O.[N+:19]([O-])([OH:21])=[O:20], predict the reaction product. The product is: [Cl:1][C:2]1[CH:7]=[CH:6][C:5]([N+:19]([O-:21])=[O:20])=[C:4]([C:8](=[O:13])[C:9]([CH3:10])([CH3:12])[CH3:11])[CH:3]=1.